This data is from Full USPTO retrosynthesis dataset with 1.9M reactions from patents (1976-2016). The task is: Predict the reactants needed to synthesize the given product. (1) Given the product [C:41]([CH2:40][O:39][CH2:38][CH2:37][CH2:36][O:35][CH2:34][CH2:33][NH:32][C:27]1[CH:28]=[CH:29][CH:30]=[CH:31][C:26]=1[S:23]([NH:22][C:20]([C@@:15]1([NH:14][C:13]([C@H:12]2[NH:8][CH2:9][C@H:10]([O:45][C:46]([N:48]3[CH2:56][C:55]4[C:50](=[CH:51][CH:52]=[CH:53][C:54]=4[F:57])[CH2:49]3)=[O:47])[CH2:11]2)=[O:44])[CH2:17][C@H:16]1[CH:18]=[CH2:19])=[O:21])(=[O:24])=[O:25])([OH:43])=[O:42], predict the reactants needed to synthesize it. The reactants are: C(OC([N:8]1[C@H:12]([C:13](=[O:44])[NH:14][C@:15]2([C:20]([NH:22][S:23]([C:26]3[CH:31]=[CH:30][CH:29]=[CH:28][C:27]=3[NH:32][CH2:33][CH2:34][O:35][CH2:36][CH2:37][CH2:38][O:39][CH2:40][C:41]([OH:43])=[O:42])(=[O:25])=[O:24])=[O:21])[CH2:17][C@H:16]2[CH:18]=[CH2:19])[CH2:11][C@@H:10]([O:45][C:46]([N:48]2[CH2:56][C:55]3[C:50](=[CH:51][CH:52]=[CH:53][C:54]=3[F:57])[CH2:49]2)=[O:47])[CH2:9]1)=O)(C)(C)C.C(O)(C(F)(F)F)=O. (2) Given the product [CH2:5]([O:4][C:2](=[O:3])[NH:26][CH:22]1[CH2:23][CH2:24][CH2:25][CH:18]([O:17][Si:16]([C:12]([CH3:15])([CH3:14])[CH3:13])([CH3:27])[CH3:28])[CH2:19][CH2:20][CH2:21]1)[C:6]1[CH:11]=[CH:10][CH:9]=[CH:8][CH:7]=1, predict the reactants needed to synthesize it. The reactants are: Cl[C:2]([O:4][CH2:5][C:6]1[CH:11]=[CH:10][CH:9]=[CH:8][CH:7]=1)=[O:3].[C:12]([Si:16]([CH3:28])([CH3:27])[O:17][CH:18]1[CH2:25][CH2:24][CH2:23][CH:22]([NH2:26])[CH2:21][CH2:20][CH2:19]1)([CH3:15])([CH3:14])[CH3:13].C(N(C(C)C)CC)(C)C.